Dataset: Catalyst prediction with 721,799 reactions and 888 catalyst types from USPTO. Task: Predict which catalyst facilitates the given reaction. (1) Product: [NH2:1][C:2]1[N:7]=[C:6]([NH:10][CH2:11][CH2:12][C:13]([NH:15][C:16]2[CH:17]=[C:18]3[C:23](=[CH:24][CH:25]=2)[N:22]=[C:21]([CH3:26])[CH:20]=[C:19]3[NH2:27])=[O:14])[CH:5]=[C:4]([CH3:9])[N:3]=1. Reactant: [NH2:1][C:2]1[N:7]=[C:6](Cl)[CH:5]=[C:4]([CH3:9])[N:3]=1.[NH2:10][CH2:11][CH2:12][C:13]([NH:15][C:16]1[CH:17]=[C:18]2[C:23](=[CH:24][CH:25]=1)[N:22]=[C:21]([CH3:26])[CH:20]=[C:19]2[NH2:27])=[O:14].C(N(C(C)C)CC)(C)C. The catalyst class is: 44. (2) Reactant: [O:1]=[C:2]1[O:8][C@H:7]([C@H:9]([CH2:11][OH:12])[OH:10])[C:5]([OH:6])=[C:3]1[OH:4].[CH3:13][C:14]([CH2:21][CH2:22][CH2:23][CH:24]([CH3:36])[CH2:25][CH2:26][CH2:27][CH:28]([CH3:35])[CH2:29][CH2:30][CH2:31][CH:32]([CH3:34])[CH3:33])=[CH:15][CH2:16][C:17](OC)=[O:18].O. Product: [CH3:13][C:14]([CH2:21][CH2:22][CH2:23][CH:24]([CH3:36])[CH2:25][CH2:26][CH2:27][CH:28]([CH3:35])[CH2:29][CH2:30][CH2:31][CH:32]([CH3:34])[CH3:33])=[CH:15][CH2:16][C:17]([O:4][C:3]1[C:2]([O:8][C@H:7]([C@H:9]([CH2:11][OH:12])[OH:10])[C:5]=1[OH:6])=[O:1])=[O:18]. The catalyst class is: 65. (3) Reactant: [NH2:1][C:2]1[N:7]=[CH:6][C:5](Br)=[CH:4][N:3]=1.[S:9]1[CH:13]=[CH:12][C:11](B(O)O)=[CH:10]1.C(=O)([O-])[O-].[K+].[K+].CN(C)C=O. Product: [S:9]1[CH:13]=[CH:12][C:11]([C:5]2[CH:4]=[N:3][C:2]([NH2:1])=[N:7][CH:6]=2)=[CH:10]1. The catalyst class is: 103. (4) Reactant: C([Cl:4])(=O)C.[NH2:5][C:6]1[CH:11]=[CH:10][CH:9]=[CH:8][C:7]=1[C:12]1[N:16]([CH2:17][CH:18]([CH3:20])[CH3:19])[C:15]([CH2:21][CH2:22][CH2:23][CH3:24])=[N:14][C:13]=1[C:25]#[N:26]. Product: [ClH:4].[CH2:21]([C:15]1[N:16]([CH2:17][CH:18]([CH3:20])[CH3:19])[C:12]2[C:7]3[CH:8]=[CH:9][CH:10]=[CH:11][C:6]=3[N:5]=[C:25]([NH2:26])[C:13]=2[N:14]=1)[CH2:22][CH2:23][CH3:24]. The catalyst class is: 8.